From a dataset of Catalyst prediction with 721,799 reactions and 888 catalyst types from USPTO. Predict which catalyst facilitates the given reaction. (1) Reactant: [F:1][CH:2]([CH3:13])[C:3]([NH:5][CH:6]([CH2:11][OH:12])[C:7]([O:9][CH3:10])=[O:8])=O.COCCN(S(F)(F)F)CCOC.BrC(Cl)(Cl)Cl.C1CCN2C(=NCCC2)CC1. Product: [F:1][CH:2]([C:3]1[O:12][CH:11]=[C:6]([C:7]([O:9][CH3:10])=[O:8])[N:5]=1)[CH3:13]. The catalyst class is: 61. (2) Reactant: [CH:1]1([N:5]2[CH2:10][CH2:9][CH:8]([N:11]3[CH2:20][CH2:19][C:18]4[C:13](=[CH:14][CH:15]=[C:16]([O:21][C:22]5[CH:31]=[CH:30][C:25]([C:26]([O:28]C)=[O:27])=[CH:24][CH:23]=5)[CH:17]=4)[C:12]3=[O:32])[CH2:7][CH2:6]2)[CH2:4][CH2:3][CH2:2]1.[OH-].[Na+].Cl. The catalyst class is: 8. Product: [CH:1]1([N:5]2[CH2:10][CH2:9][CH:8]([N:11]3[CH2:20][CH2:19][C:18]4[C:13](=[CH:14][CH:15]=[C:16]([O:21][C:22]5[CH:23]=[CH:24][C:25]([C:26]([OH:28])=[O:27])=[CH:30][CH:31]=5)[CH:17]=4)[C:12]3=[O:32])[CH2:7][CH2:6]2)[CH2:2][CH2:3][CH2:4]1. (3) Reactant: C[O:2][C:3](=[O:37])[CH2:4][C:5]1[CH:10]=[CH:9][C:8]([C:11]2[C:15]([C:16](=[O:29])[NH:17][CH2:18][CH2:19][O:20][C:21]3[CH:26]=[CH:25][C:24]([Cl:27])=[CH:23][C:22]=3[Cl:28])=[C:14]([C:30]3[CH:35]=[CH:34][CH:33]=[CH:32][CH:31]=3)[O:13][N:12]=2)=[C:7]([Cl:36])[CH:6]=1.[Li+].[OH-].Cl.C(Cl)Cl. Product: [Cl:36][C:7]1[CH:6]=[C:5]([CH2:4][C:3]([OH:37])=[O:2])[CH:10]=[CH:9][C:8]=1[C:11]1[C:15]([C:16](=[O:29])[NH:17][CH2:18][CH2:19][O:20][C:21]2[CH:26]=[CH:25][C:24]([Cl:27])=[CH:23][C:22]=2[Cl:28])=[C:14]([C:30]2[CH:31]=[CH:32][CH:33]=[CH:34][CH:35]=2)[O:13][N:12]=1. The catalyst class is: 20. (4) Reactant: [F:1][C:2]1[CH:3]=[C:4]([C@H:8]2[CH2:12][CH2:11][C@@H:10]([CH2:13][OH:14])[N:9]2[C:15]2[CH:20]=[CH:19][N:18]3[N:21]=[CH:22][C:23]([C:24]([O:26]CC)=[O:25])=[C:17]3[N:16]=2)[CH:5]=[N:6][CH:7]=1.[OH-].[Na+].Cl.O1CCOCC1. Product: [F:1][C:2]1[CH:3]=[C:4]([C@H:8]2[CH2:12][CH2:11][C@@H:10]([CH2:13][OH:14])[N:9]2[C:15]2[CH:20]=[CH:19][N:18]3[N:21]=[CH:22][C:23]([C:24]([OH:26])=[O:25])=[C:17]3[N:16]=2)[CH:5]=[N:6][CH:7]=1. The catalyst class is: 5. (5) Reactant: [NH2:1][C:2]1[C:7]([C:8]([C:10]2[CH:15]=[CH:14][CH:13]=[CH:12][C:11]=2[O:16][CH3:17])=[O:9])=[CH:6][N:5]=[C:4](S(CC)(=O)=O)[N:3]=1.[CH:23]([N:26]1[CH2:31][CH2:30][N:29]([C:32]2[CH:37]=[CH:36][C:35]([NH2:38])=[CH:34][CH:33]=2)[CH2:28][CH2:27]1)([CH3:25])[CH3:24]. Product: [NH2:1][C:2]1[C:7]([C:8]([C:10]2[CH:15]=[CH:14][CH:13]=[CH:12][C:11]=2[O:16][CH3:17])=[O:9])=[CH:6][N:5]=[C:4]([NH:38][C:35]2[CH:34]=[CH:33][C:32]([N:29]3[CH2:28][CH2:27][N:26]([CH:23]([CH3:25])[CH3:24])[CH2:31][CH2:30]3)=[CH:37][CH:36]=2)[N:3]=1. The catalyst class is: 32. (6) Reactant: [NH2:1][C:2](=[N:48][C:49](=[O:56])[C:50]1[CH:55]=[CH:54][CH:53]=[CH:52][CH:51]=1)[C:3]1[CH:8]=[CH:7][C:6]([NH:9][C@H:10]([C:35]2[CH:40]=[C:39]([O:41][CH3:42])[CH:38]=[C:37]([O:43][CH2:44][CH2:45][OH:46])[C:36]=2[F:47])[C:11]2[N:12]=[C:13]([O:22][CH2:23][O:24][C:25](=[O:34])[C:26]([CH3:33])([CH3:32])[CH2:27][O:28][CH2:29][O:30][CH3:31])[N:14]([C:16]3[N:21]=[CH:20][CH:19]=[CH:18][N:17]=3)[N:15]=2)=[CH:5][CH:4]=1.CC(OC)(C)C.C1(C)C=CC=CC=1.C(OCC)(=O)C.[ClH:76]. Product: [ClH:76].[NH2:1][C:2](=[N:48][C:49](=[O:56])[C:50]1[CH:55]=[CH:54][CH:53]=[CH:52][CH:51]=1)[C:3]1[CH:8]=[CH:7][C:6]([NH:9][C@H:10]([C:35]2[CH:40]=[C:39]([O:41][CH3:42])[CH:38]=[C:37]([O:43][CH2:44][CH2:45][OH:46])[C:36]=2[F:47])[C:11]2[N:12]=[C:13]([O:22][CH2:23][O:24][C:25](=[O:34])[C:26]([CH3:33])([CH3:32])[CH2:27][O:28][CH2:29][O:30][CH3:31])[N:14]([C:16]3[N:17]=[CH:18][CH:19]=[CH:20][N:21]=3)[N:15]=2)=[CH:5][CH:4]=1. The catalyst class is: 32. (7) Reactant: [NH2:1][C:2]1[CH:3]=[CH:4][C:5]([C:8]#[N:9])=[N:6][CH:7]=1.C(=O)([O-])[O-].[K+].[K+].Cl[C:17]([O:19][C:20]1[CH:25]=[CH:24][C:23]([N+:26]([O-:28])=[O:27])=[CH:22][CH:21]=1)=[O:18]. Product: [N+:26]([C:23]1[CH:22]=[CH:21][C:20]([O:19][C:17](=[O:18])[NH:1][C:2]2[CH:7]=[N:6][C:5]([C:8]#[N:9])=[CH:4][CH:3]=2)=[CH:25][CH:24]=1)([O-:28])=[O:27]. The catalyst class is: 60. (8) Reactant: COC1C=C(OC)C=CC=1C[N:6]([C:32]1[CH:37]=[CH:36][N:35]=[CH:34][N:33]=1)[S:7]([C:10]1[CH:15]=[C:14]([F:16])[C:13]([O:17][C@H:18]2[CH2:23][CH2:22][CH2:21][CH2:20][C@@H:19]2[C:24]2[C:25]([CH3:30])=[N:26][CH:27]=[CH:28][CH:29]=2)=[CH:12][C:11]=1[F:31])(=[O:9])=[O:8].C([SiH](CC)CC)C.FC(F)(F)C(O)=O. Product: [F:31][C:11]1[CH:12]=[C:13]([O:17][C@H:18]2[CH2:23][CH2:22][CH2:21][CH2:20][C@@H:19]2[C:24]2[C:25]([CH3:30])=[N:26][CH:27]=[CH:28][CH:29]=2)[C:14]([F:16])=[CH:15][C:10]=1[S:7]([NH:6][C:32]1[CH:37]=[CH:36][N:35]=[CH:34][N:33]=1)(=[O:8])=[O:9]. The catalyst class is: 4.